Dataset: NCI-60 drug combinations with 297,098 pairs across 59 cell lines. Task: Regression. Given two drug SMILES strings and cell line genomic features, predict the synergy score measuring deviation from expected non-interaction effect. (1) Drug 1: CC1C(C(CC(O1)OC2CC(CC3=C2C(=C4C(=C3O)C(=O)C5=C(C4=O)C(=CC=C5)OC)O)(C(=O)C)O)N)O.Cl. Drug 2: C1=CC(=CC=C1C#N)C(C2=CC=C(C=C2)C#N)N3C=NC=N3. Cell line: COLO 205. Synergy scores: CSS=36.0, Synergy_ZIP=6.22, Synergy_Bliss=10.4, Synergy_Loewe=-30.0, Synergy_HSA=8.11. (2) Drug 1: CC(C)NC(=O)C1=CC=C(C=C1)CNNC.Cl. Drug 2: N.N.Cl[Pt+2]Cl. Cell line: SF-268. Synergy scores: CSS=37.8, Synergy_ZIP=0.224, Synergy_Bliss=2.21, Synergy_Loewe=-18.1, Synergy_HSA=0.307. (3) Drug 1: C1CCC(CC1)NC(=O)N(CCCl)N=O. Drug 2: CC1=C(C=C(C=C1)C(=O)NC2=CC(=CC(=C2)C(F)(F)F)N3C=C(N=C3)C)NC4=NC=CC(=N4)C5=CN=CC=C5. Cell line: SK-MEL-28. Synergy scores: CSS=10.8, Synergy_ZIP=-3.04, Synergy_Bliss=0.939, Synergy_Loewe=-3.26, Synergy_HSA=-2.54. (4) Drug 1: CC1C(C(CC(O1)OC2CC(CC3=C2C(=C4C(=C3O)C(=O)C5=C(C4=O)C(=CC=C5)OC)O)(C(=O)C)O)N)O.Cl. Drug 2: CC1C(C(=O)NC(C(=O)N2CCCC2C(=O)N(CC(=O)N(C(C(=O)O1)C(C)C)C)C)C(C)C)NC(=O)C3=C4C(=C(C=C3)C)OC5=C(C(=O)C(=C(C5=N4)C(=O)NC6C(OC(=O)C(N(C(=O)CN(C(=O)C7CCCN7C(=O)C(NC6=O)C(C)C)C)C)C(C)C)C)N)C. Cell line: SF-268. Synergy scores: CSS=31.2, Synergy_ZIP=-0.562, Synergy_Bliss=9.15, Synergy_Loewe=6.58, Synergy_HSA=6.77. (5) Drug 1: CCC1=C2CN3C(=CC4=C(C3=O)COC(=O)C4(CC)O)C2=NC5=C1C=C(C=C5)O. Drug 2: C1CN(CCN1C(=O)CCBr)C(=O)CCBr. Cell line: U251. Synergy scores: CSS=61.2, Synergy_ZIP=-1.39, Synergy_Bliss=-2.42, Synergy_Loewe=-0.630, Synergy_HSA=2.55. (6) Drug 1: C1=CC(=CC=C1CC(C(=O)O)N)N(CCCl)CCCl.Cl. Drug 2: C1C(C(OC1N2C=NC(=NC2=O)N)CO)O. Cell line: SF-539. Synergy scores: CSS=25.5, Synergy_ZIP=-6.83, Synergy_Bliss=-1.82, Synergy_Loewe=-5.44, Synergy_HSA=-2.49. (7) Drug 1: CC12CCC3C(C1CCC2=O)CC(=C)C4=CC(=O)C=CC34C. Drug 2: CS(=O)(=O)CCNCC1=CC=C(O1)C2=CC3=C(C=C2)N=CN=C3NC4=CC(=C(C=C4)OCC5=CC(=CC=C5)F)Cl. Cell line: NCI-H322M. Synergy scores: CSS=19.9, Synergy_ZIP=2.57, Synergy_Bliss=3.45, Synergy_Loewe=-5.77, Synergy_HSA=5.84.